The task is: Regression. Given two drug SMILES strings and cell line genomic features, predict the synergy score measuring deviation from expected non-interaction effect.. This data is from NCI-60 drug combinations with 297,098 pairs across 59 cell lines. (1) Drug 1: C1CCC(C1)C(CC#N)N2C=C(C=N2)C3=C4C=CNC4=NC=N3. Drug 2: CCN(CC)CCNC(=O)C1=C(NC(=C1C)C=C2C3=C(C=CC(=C3)F)NC2=O)C. Cell line: LOX IMVI. Synergy scores: CSS=5.72, Synergy_ZIP=-3.74, Synergy_Bliss=-3.32, Synergy_Loewe=-1.21, Synergy_HSA=-1.04. (2) Cell line: K-562. Drug 1: CC1=CC2C(CCC3(C2CCC3(C(=O)C)OC(=O)C)C)C4(C1=CC(=O)CC4)C. Drug 2: CC=C1C(=O)NC(C(=O)OC2CC(=O)NC(C(=O)NC(CSSCCC=C2)C(=O)N1)C(C)C)C(C)C. Synergy scores: CSS=16.8, Synergy_ZIP=4.86, Synergy_Bliss=-0.819, Synergy_Loewe=-64.5, Synergy_HSA=-1.28. (3) Drug 1: CC1OCC2C(O1)C(C(C(O2)OC3C4COC(=O)C4C(C5=CC6=C(C=C35)OCO6)C7=CC(=C(C(=C7)OC)O)OC)O)O. Drug 2: CC1=C(C=C(C=C1)C(=O)NC2=CC(=CC(=C2)C(F)(F)F)N3C=C(N=C3)C)NC4=NC=CC(=N4)C5=CN=CC=C5. Cell line: DU-145. Synergy scores: CSS=17.4, Synergy_ZIP=5.12, Synergy_Bliss=5.45, Synergy_Loewe=-7.79, Synergy_HSA=0.282.